From a dataset of Forward reaction prediction with 1.9M reactions from USPTO patents (1976-2016). Predict the product of the given reaction. (1) Given the reactants Cl.O.[OH:3][C:4]12[C:15]3[C:10](=[C:11]([N+:16]([O-])=O)[CH:12]=[CH:13][CH:14]=3)[C:9](=[O:19])[C:8]1([NH:20][C:21]([C:23]1[N:24]=[CH:25][N:26]([CH3:28])[CH:27]=1)=[O:22])[C:7]1[CH:29]=[CH:30][C:31]([CH:33]([CH3:35])[CH3:34])=[CH:32][C:6]=1[O:5]2, predict the reaction product. The product is: [NH2:16][C:11]1[CH:12]=[CH:13][CH:14]=[C:15]2[C:10]=1[C:9](=[O:19])[C:8]1([NH:20][C:21]([C:23]3[N:24]=[CH:25][N:26]([CH3:28])[CH:27]=3)=[O:22])[C:7]3[CH:29]=[CH:30][C:31]([CH:33]([CH3:35])[CH3:34])=[CH:32][C:6]=3[O:5][C:4]12[OH:3]. (2) Given the reactants [Cl:1][C:2]1[CH:3]=[C:4]([CH:28]=[CH:29][C:30]=1[C:31]#[N:32])[O:5][CH2:6][C:7]1[S:11][C:10]([C:12]2[CH:17]=[CH:16][C:15]([C:18]([F:21])([F:20])[F:19])=[CH:14][CH:13]=2)=[N:9][C:8]=1[CH2:22][O:23]S(C)(=O)=O.C[O-].[Na+].[C:36](OCC)(=O)C, predict the reaction product. The product is: [Cl:1][C:2]1[CH:3]=[C:4]([O:5][CH2:6][C:7]2[S:11][C:10]([C:12]3[CH:17]=[CH:16][C:15]([C:18]([F:21])([F:19])[F:20])=[CH:14][CH:13]=3)=[N:9][C:8]=2[CH2:22][O:23][CH3:36])[CH:28]=[CH:29][C:30]=1[C:31]#[N:32]. (3) Given the reactants [CH3:1][C:2]1[S:3][C:4]2[C:10](=O)[C:9](=[CH:12]N3CCOCC3)[CH2:8][CH2:7][C:5]=2[N:6]=1.[N+]([O-])(O)=O.[N:23]1([C:29]2[CH:34]=[CH:33][C:32]([NH:35][C:36]([NH2:38])=[NH:37])=[CH:31][CH:30]=2)[CH2:28][CH2:27][O:26][CH2:25][CH2:24]1.[OH-].[Na+], predict the reaction product. The product is: [CH3:1][C:2]1[S:3][C:4]2[C:10]3[N:38]=[C:36]([NH:35][C:32]4[CH:31]=[CH:30][C:29]([N:23]5[CH2:28][CH2:27][O:26][CH2:25][CH2:24]5)=[CH:34][CH:33]=4)[N:37]=[CH:12][C:9]=3[CH2:8][CH2:7][C:5]=2[N:6]=1. (4) Given the reactants C([O:8][C:9]1[CH:14]=[C:13]([F:15])[CH:12]=[CH:11][C:10]=1[NH:16][C:17]1[C:26]2[C:21](=[CH:22][C:23]([N:28]=[S:29]([CH3:32])([CH3:31])=[O:30])=[CH:24][C:25]=2[CH3:27])[N:20]=[CH:19][N:18]=1)C1C=CC=CC=1.B(Br)(Br)Br.O, predict the reaction product. The product is: [CH3:32][S:29](=[N:28][C:23]1[CH:22]=[C:21]2[C:26]([C:17]([NH:16][C:10]3[CH:11]=[CH:12][C:13]([F:15])=[CH:14][C:9]=3[OH:8])=[N:18][CH:19]=[N:20]2)=[C:25]([CH3:27])[CH:24]=1)([CH3:31])=[O:30]. (5) Given the reactants [CH3:1][C:2]([CH3:23])([CH3:22])[CH2:3][C:4]1[N:8]([CH2:9][C:10](=[O:15])C(C)(C)C)[C:7]2[CH:16]=[C:17]([O:20][CH3:21])[CH:18]=[CH:19][C:6]=2[N:5]=1.C(=O)([O-])[O-].[Cs+].[Cs+].ClCC(O[C:35]([CH3:38])([CH3:37])C)=O, predict the reaction product. The product is: [CH2:4]([N:5]([CH2:6][CH2:38][CH2:35][CH3:37])[C:10](=[O:15])[CH2:9][N:8]1[C:7]2[CH:16]=[C:17]([O:20][CH3:21])[CH:18]=[CH:19][C:6]=2[N:5]=[C:4]1[CH2:3][C:2]([CH3:1])([CH3:22])[CH3:23])[CH2:3][CH2:2][CH3:1]. (6) The product is: [CH3:1][C@@H:2]([CH2:14][CH2:15][CH:16]=[C:17]([CH3:19])[CH3:18])[CH2:3][CH2:4][C:5]1[CH:10]=[CH:9][C:8]([C:21]2[CH:27]=[CH:26][C:24]([NH2:25])=[CH:23][CH:22]=2)=[CH:7][CH:6]=1. Given the reactants [CH3:1][C@@H:2]([CH2:14][CH2:15][CH:16]=[C:17]([CH3:19])[CH3:18])[CH2:3][CH2:4][C:5]1[CH:10]=[CH:9][C:8](B(O)O)=[CH:7][CH:6]=1.I[C:21]1[CH:27]=[CH:26][C:24]([NH2:25])=[CH:23][CH:22]=1, predict the reaction product. (7) Given the reactants [Cl:1][C:2]1[CH:3]=[C:4]([CH:32]=[CH:33][C:34]=1[Cl:35])[CH2:5][N:6]1[CH2:11][CH2:10][CH:9]([NH:12][C:13](=[O:31])[CH2:14][S:15][C:16]2[S:17][CH:18]=[C:19]([C:21]3[CH:26]=[CH:25][CH:24]=[C:23]([C:27]([O:29]C)=[O:28])[N:22]=3)[N:20]=2)[CH2:8][CH2:7]1.CO.[OH-].[Na+].Cl, predict the reaction product. The product is: [Cl:1][C:2]1[CH:3]=[C:4]([CH:32]=[CH:33][C:34]=1[Cl:35])[CH2:5][N:6]1[CH2:11][CH2:10][CH:9]([NH:12][C:13](=[O:31])[CH2:14][S:15][C:16]2[S:17][CH:18]=[C:19]([C:21]3[CH:26]=[CH:25][CH:24]=[C:23]([C:27]([OH:29])=[O:28])[N:22]=3)[N:20]=2)[CH2:8][CH2:7]1. (8) Given the reactants Cl.[Cl:2][C:3]1[CH:4]=[C:5]2[C:9](=[CH:10][CH:11]=1)[NH:8][CH:7]=[C:6]2[CH2:12][CH2:13][NH2:14].[CH2:15]([O:17][CH2:18][CH:19]1[O:23][N:22]=[C:21]([C:24](O)=[O:25])[CH2:20]1)[CH3:16].CN(C(ON1N=NC2C=CC=NC1=2)=[N+](C)C)C.F[P-](F)(F)(F)(F)F.C(N(CC)C(C)C)(C)C, predict the reaction product. The product is: [Cl:2][C:3]1[CH:4]=[C:5]2[C:9](=[CH:10][CH:11]=1)[NH:8][CH:7]=[C:6]2[CH2:12][CH2:13][NH:14][C:24]([C:21]1[CH2:20][CH:19]([CH2:18][O:17][CH2:15][CH3:16])[O:23][N:22]=1)=[O:25]. (9) Given the reactants [C:1]([O:4][CH2:5][C@@H:6]1[C@@H:11]([O:12][CH2:13][C:14]2[CH:19]=[CH:18][CH:17]=[CH:16][CH:15]=2)[C@H:10]([CH:20]=[CH2:21])[C@H:9]([O:22][CH2:23][C:24]2[CH:29]=[CH:28][CH:27]=[CH:26][CH:25]=2)[C@@H:8](OC(=O)C)[O:7]1)(=[O:3])[CH3:2].[OH:34][C:35]1[CH:40]=[CH:39][C:38]([C:41]2[CH:42]=[C:43]([CH:48]=[CH:49][CH:50]=2)[C:44]([NH:46][CH3:47])=[O:45])=[CH:37][CH:36]=1.B(F)(F)F, predict the reaction product. The product is: [C:1]([O:4][CH2:5][C@@H:6]1[C@@H:11]([O:12][CH2:13][C:14]2[CH:15]=[CH:16][CH:17]=[CH:18][CH:19]=2)[C@H:10]([CH:20]=[CH2:21])[C@H:9]([O:22][CH2:23][C:24]2[CH:25]=[CH:26][CH:27]=[CH:28][CH:29]=2)[C@@H:8]([O:34][C:35]2[CH:36]=[CH:37][C:38]([C:41]3[CH:50]=[CH:49][CH:48]=[C:43]([C:44](=[O:45])[NH:46][CH3:47])[CH:42]=3)=[CH:39][CH:40]=2)[O:7]1)(=[O:3])[CH3:2]. (10) Given the reactants [CH:1]([N:4]1[C:8]([CH:9]2[CH2:14][CH2:13][NH:12][CH2:11][CH2:10]2)=[CH:7][C:6]([C:15]2[CH:16]=[C:17]3[C:23]([C:24]#[N:25])=[CH:22][NH:21][C:18]3=[N:19][CH:20]=2)=[N:5]1)([CH3:3])[CH3:2].FC(F)(F)S(O[CH2:32][C:33]([F:36])([F:35])[F:34])(=O)=O, predict the reaction product. The product is: [CH:1]([N:4]1[C:8]([CH:9]2[CH2:10][CH2:11][N:12]([CH2:32][C:33]([F:36])([F:35])[F:34])[CH2:13][CH2:14]2)=[CH:7][C:6]([C:15]2[CH:16]=[C:17]3[C:23]([C:24]#[N:25])=[CH:22][NH:21][C:18]3=[N:19][CH:20]=2)=[N:5]1)([CH3:3])[CH3:2].